From a dataset of Peptide-MHC class I binding affinity with 185,985 pairs from IEDB/IMGT. Regression. Given a peptide amino acid sequence and an MHC pseudo amino acid sequence, predict their binding affinity value. This is MHC class I binding data. (1) The peptide sequence is GDYKLVEI. The MHC is HLA-B14:02 with pseudo-sequence HLA-B14:02. The binding affinity (normalized) is 0. (2) The peptide sequence is FHRKKTDAL. The MHC is HLA-A29:02 with pseudo-sequence HLA-A29:02. The binding affinity (normalized) is 0.0847. (3) The peptide sequence is TKEAEHAPL. The MHC is HLA-B39:01 with pseudo-sequence HLA-B39:01. The binding affinity (normalized) is 0.808. (4) The binding affinity (normalized) is 0.0847. The peptide sequence is AFGLFWLVW. The MHC is HLA-B27:05 with pseudo-sequence HLA-B27:05. (5) The peptide sequence is DLKRIGASL. The MHC is HLA-B35:01 with pseudo-sequence HLA-B35:01. The binding affinity (normalized) is 0.0847. (6) The MHC is HLA-A03:01 with pseudo-sequence HLA-A03:01. The peptide sequence is AILAGEHKC. The binding affinity (normalized) is 0.0847. (7) The peptide sequence is LIEEVMRSRW. The MHC is HLA-B53:01 with pseudo-sequence HLA-B53:01. The binding affinity (normalized) is 0.466. (8) The binding affinity (normalized) is 0.0258. The MHC is H-2-Kb with pseudo-sequence H-2-Kb. The peptide sequence is FQPQNGQFD. (9) The peptide sequence is AVIWYDGSNK. The MHC is HLA-A68:01 with pseudo-sequence HLA-A68:01. The binding affinity (normalized) is 0.865.